Dataset: Forward reaction prediction with 1.9M reactions from USPTO patents (1976-2016). Task: Predict the product of the given reaction. (1) Given the reactants [Br:1]C1C=C(OC)C(N2CCN(C)CC2)=NC=1.[CH3:17][O:18][C:19]1[CH:24]=[CH:23][N:22]=[C:21]([N:25]2[CH2:30][CH2:29][N:28]([CH3:31])[CH2:27][C@H:26]2[CH3:32])[CH:20]=1, predict the reaction product. The product is: [Br:1][C:24]1[C:19]([O:18][CH3:17])=[CH:20][C:21]([N:25]2[CH2:30][CH2:29][N:28]([CH3:31])[CH2:27][C@H:26]2[CH3:32])=[N:22][CH:23]=1. (2) Given the reactants [NH2:1][CH2:2][CH2:3][OH:4].C1(C)C=CC=CC=1.[CH2:12]([O:16][C:17]1[CH:22]=[CH:21][C:20]([C:23]2[O:24][C:25](=[O:39])[C:26](=[CH:28][C:29]3[CH:34]=[CH:33][C:32]([O:35][CH:36]([CH3:38])[CH3:37])=[CH:31][CH:30]=3)[N:27]=2)=[CH:19][CH:18]=1)[CH:13]([CH3:15])[CH3:14], predict the reaction product. The product is: [OH:4][CH2:3][CH2:2][NH:1][C:25](/[C:26](/[NH:27][C:23](=[O:24])[C:20]1[CH:19]=[CH:18][C:17]([O:16][CH2:12][CH:13]([CH3:15])[CH3:14])=[CH:22][CH:21]=1)=[CH:28]\[C:29]1[CH:30]=[CH:31][C:32]([O:35][CH:36]([CH3:38])[CH3:37])=[CH:33][CH:34]=1)=[O:39].